From a dataset of Forward reaction prediction with 1.9M reactions from USPTO patents (1976-2016). Predict the product of the given reaction. (1) Given the reactants [O:1]1[CH2:6][CH2:5][CH:4]([CH2:7][OH:8])[CH2:3][CH2:2]1.C(N(CC)CC)C.[CH3:16][S:17](Cl)(=[O:19])=[O:18], predict the reaction product. The product is: [CH3:16][S:17]([O:8][CH2:7][CH:4]1[CH2:5][CH2:6][O:1][CH2:2][CH2:3]1)(=[O:19])=[O:18]. (2) Given the reactants Cl.Cl.Cl.[F:4][C:5]([F:41])([F:40])[C:6]1[CH:7]=[C:8]([C:12]2[CH:39]=[CH:38][C:15]3[NH:16][C:17]([NH:19][C:20]([C:22]4[N:23]=[C:24]5[CH:29]=[CH:28][CH:27]=[C:26]([O:30][CH:31]6[CH2:36][CH2:35][NH:34][CH2:33][CH2:32]6)[N:25]5[CH:37]=4)=[O:21])=[N:18][C:14]=3[CH:13]=2)[CH:9]=[CH:10][CH:11]=1.C=O.[C:44](O[BH-](OC(=O)C)OC(=O)C)(=O)C.[Na+], predict the reaction product. The product is: [F:41][C:5]([F:4])([F:40])[C:6]1[CH:7]=[C:8]([C:12]2[CH:39]=[CH:38][C:15]3[NH:16][C:17]([NH:19][C:20]([C:22]4[N:23]=[C:24]5[CH:29]=[CH:28][CH:27]=[C:26]([O:30][CH:31]6[CH2:36][CH2:35][N:34]([CH3:44])[CH2:33][CH2:32]6)[N:25]5[CH:37]=4)=[O:21])=[N:18][C:14]=3[CH:13]=2)[CH:9]=[CH:10][CH:11]=1. (3) Given the reactants [Cl:1][C:2]1[CH:7]=[CH:6][C:5](B(O)O)=[CH:4][CH:3]=1.[O:11]=[S:12]1(=[O:29])[CH2:17][CH2:16][N:15]2[CH:18]=[CH:19][CH:20]=[C:21]([C:22]3[CH:27]=[CH:26][C:25]([OH:28])=[CH:24][CH:23]=3)[C:14]2=[N:13]1.C(N(CC)CC)C, predict the reaction product. The product is: [Cl:1][C:2]1[CH:7]=[CH:6][C:5]([O:28][C:25]2[CH:24]=[CH:23][C:22]([C:21]3[C:14]4=[N:13][S:12](=[O:29])(=[O:11])[CH2:17][CH2:16][N:15]4[CH:18]=[CH:19][CH:20]=3)=[CH:27][CH:26]=2)=[CH:4][CH:3]=1. (4) Given the reactants C(Cl)Cl.[C:4]([CH:7]1[CH2:11][CH2:10][CH2:9][O:8]1)(=[O:6])[CH3:5].OS(C(F)(F)F)(=O)=O.C[SiH](C)C.[Br:24]N1C(=O)CCC1=O, predict the reaction product. The product is: [Br:24][CH2:5][C:4]([CH:7]1[CH2:11][CH2:10][CH2:9][O:8]1)=[O:6]. (5) Given the reactants [CH3:1][NH:2][C:3](=[O:24])[C:4]1[CH:9]=[C:8]([O:10][C:11]2[CH:12]=[C:13]3[C:18](=[CH:19][CH:20]=2)[N:17]=[C:16](S(C)=O)[N:15]=[CH:14]3)[CH:7]=[CH:6][N:5]=1.CCN(C(C)C)C(C)C.Cl.[NH2:35][C@@H:36]1[CH2:41][CH2:40][CH2:39][CH2:38][C@H:37]1[OH:42], predict the reaction product. The product is: [OH:42][C@@H:37]1[CH2:38][CH2:39][CH2:40][CH2:41][C@H:36]1[NH:35][C:16]1[N:15]=[CH:14][C:13]2[C:18](=[CH:19][CH:20]=[C:11]([O:10][C:8]3[CH:7]=[CH:6][N:5]=[C:4]([C:3]([NH:2][CH3:1])=[O:24])[CH:9]=3)[CH:12]=2)[N:17]=1.